This data is from Reaction yield outcomes from USPTO patents with 853,638 reactions. The task is: Predict the reaction yield, written as a fraction of the theoretical maximum amount of product (1.0 means a 100% yield; for example, 0.34 means a 34% yield). (1) The reactants are C(OC([N:8]1[CH2:13][CH2:12][N:11]([C:14]2[CH:15]=[N:16][C:17]([NH:20][C:21]3[C:22](=[O:29])[N:23]([CH3:28])[CH:24]=[C:25]([Br:27])[CH:26]=3)=[CH:18][CH:19]=2)[C@H:10]([CH3:30])[CH2:9]1)=O)(C)(C)C.Cl.O1CCOCC1. The catalyst is CO. The product is [Br:27][C:25]1[CH:26]=[C:21]([NH:20][C:17]2[CH:18]=[CH:19][C:14]([N:11]3[CH2:12][CH2:13][NH:8][CH2:9][C@H:10]3[CH3:30])=[CH:15][N:16]=2)[C:22](=[O:29])[N:23]([CH3:28])[CH:24]=1. The yield is 0.950. (2) The reactants are [CH2:1]([C:4]1[CH2:5][C@@H:6]2[C@H:9]([CH:10]=1)[C@@:8]([CH2:15][C:16]([O:18]C(C)(C)C)=[O:17])([CH2:11][N+:12]([O-])=O)[CH2:7]2)[CH2:2][CH3:3].[Cl-].[NH4+]. The catalyst is C(O)C.O.[Fe]. The product is [NH2:12][CH2:11][C@@:8]1([CH2:15][C:16]([OH:18])=[O:17])[CH2:7][C@H:6]2[C@@H:9]1[CH:10]=[C:4]([CH2:1][CH2:2][CH3:3])[CH2:5]2. The yield is 0.430. (3) The reactants are CC1(C)[O:7][CH2:6][C:5]([NH:31]C(=O)OC(C)(C)C)([C:8]2[O:9][C:10]3[CH:16]=[CH:15][C:14]([C:17]4[N:21]=[C:20]([C:22]5[CH:27]=[CH:26][C:25]([CH2:28][CH2:29][CH3:30])=[CH:24][CH:23]=5)[O:19][N:18]=4)=[CH:13][C:11]=3[CH:12]=2)[CH2:4][O:3]1.ClC1C=C(C2ON=C(C3C=CC4OC(C5(NC(=O)OC(C)(C)C)COC(C)(C)OC5)=CC=4C=3)N=2)C=CC=1OCCC. No catalyst specified. The product is [NH2:31][C:5]([C:8]1[O:9][C:10]2[CH:16]=[CH:15][C:14]([C:17]3[N:21]=[C:20]([C:22]4[CH:23]=[CH:24][C:25]([CH2:28][CH2:29][CH3:30])=[CH:26][CH:27]=4)[O:19][N:18]=3)=[CH:13][C:11]=2[CH:12]=1)([CH2:6][OH:7])[CH2:4][OH:3]. The yield is 0.280.